From a dataset of Catalyst prediction with 721,799 reactions and 888 catalyst types from USPTO. Predict which catalyst facilitates the given reaction. (1) Reactant: C([O:8][C:9]1[C:10]([F:27])=[CH:11][C:12]([S:19]([CH:22]2[CH2:26][CH2:25][CH2:24][CH2:23]2)(=[O:21])=[O:20])=[C:13]2[C:18]=1[N:17]=[CH:16][CH:15]=[CH:14]2)C1C=CC=CC=1.Cl.[OH-].[Na+]. Product: [F:27][C:10]1[C:9]([OH:8])=[C:18]2[C:13]([CH:14]=[CH:15][CH:16]=[N:17]2)=[C:12]([S:19]([CH:22]2[CH2:26][CH2:25][CH2:24][CH2:23]2)(=[O:20])=[O:21])[CH:11]=1. The catalyst class is: 12. (2) Reactant: [CH:1]1([NH:4][C:5]([C:7]2[CH:8]=[CH:9][C:10]([CH3:35])=[C:11]([C:13]3[CH:14]=[C:15]4[C:20](=[CH:21][CH:22]=3)[C:19](=[O:23])[N:18]([CH2:24][C:25]3[CH:30]=[CH:29][N:28]=[CH:27][CH:26]=3)[CH:17]=[C:16]4[C:31]([O:33]C)=[O:32])[CH:12]=2)=[O:6])[CH2:3][CH2:2]1.[OH-].[Na+].O. Product: [CH:1]1([NH:4][C:5]([C:7]2[CH:8]=[CH:9][C:10]([CH3:35])=[C:11]([C:13]3[CH:14]=[C:15]4[C:20](=[CH:21][CH:22]=3)[C:19](=[O:23])[N:18]([CH2:24][C:25]3[CH:26]=[CH:27][N:28]=[CH:29][CH:30]=3)[CH:17]=[C:16]4[C:31]([OH:33])=[O:32])[CH:12]=2)=[O:6])[CH2:2][CH2:3]1. The catalyst class is: 5. (3) Product: [Cl:15][C:10]1[CH:9]=[C:8]([NH2:7])[CH:13]=[CH:12][C:11]=1[O:14][C:21]1[CH:20]=[CH:19][N:18]=[C:17]([Cl:16])[CH:22]=1. The catalyst class is: 303. Reactant: CC([O-])(C)C.[K+].[NH2:7][C:8]1[CH:13]=[CH:12][C:11]([OH:14])=[C:10]([Cl:15])[CH:9]=1.[Cl:16][C:17]1[CH:22]=[C:21](Cl)[CH:20]=[CH:19][N:18]=1. (4) Reactant: [H-].C([Al+]CC(C)C)C(C)C.C[O:12][C:13]([C@@H:15]1[CH:19]=[CH:18][CH2:17][N:16]1[C:20]([O:22][C:23]([CH3:26])([CH3:25])[CH3:24])=[O:21])=O.C(OCC)(=O)C.C(C(C(C([O-])=O)O)O)([O-])=O.[K+].[Na+]. Product: [C:23]([O:22][C:20]([N:16]1[CH2:17][CH:18]=[CH:19][C@H:15]1[CH2:13][OH:12])=[O:21])([CH3:26])([CH3:25])[CH3:24]. The catalyst class is: 334.